Dataset: NCI-60 drug combinations with 297,098 pairs across 59 cell lines. Task: Regression. Given two drug SMILES strings and cell line genomic features, predict the synergy score measuring deviation from expected non-interaction effect. (1) Drug 1: C1=CC(=CC=C1CC(C(=O)O)N)N(CCCl)CCCl.Cl. Drug 2: C1CC(=O)NC(=O)C1N2C(=O)C3=CC=CC=C3C2=O. Cell line: A498. Synergy scores: CSS=0.931, Synergy_ZIP=1.18, Synergy_Bliss=4.35, Synergy_Loewe=-2.83, Synergy_HSA=-0.194. (2) Drug 1: CC1C(C(CC(O1)OC2CC(OC(C2O)C)OC3=CC4=CC5=C(C(=O)C(C(C5)C(C(=O)C(C(C)O)O)OC)OC6CC(C(C(O6)C)O)OC7CC(C(C(O7)C)O)OC8CC(C(C(O8)C)O)(C)O)C(=C4C(=C3C)O)O)O)O. Drug 2: CC1=C(C=C(C=C1)C(=O)NC2=CC(=CC(=C2)C(F)(F)F)N3C=C(N=C3)C)NC4=NC=CC(=N4)C5=CN=CC=C5. Cell line: SNB-75. Synergy scores: CSS=8.31, Synergy_ZIP=-0.193, Synergy_Bliss=-2.45, Synergy_Loewe=-33.2, Synergy_HSA=-2.57. (3) Drug 1: C1CN(CCN1C(=O)CCBr)C(=O)CCBr. Drug 2: C1C(C(OC1N2C=NC3=C2NC=NCC3O)CO)O. Cell line: OVCAR-8. Synergy scores: CSS=11.3, Synergy_ZIP=-7.26, Synergy_Bliss=-0.525, Synergy_Loewe=-3.09, Synergy_HSA=-1.41.